Predict which catalyst facilitates the given reaction. From a dataset of Catalyst prediction with 721,799 reactions and 888 catalyst types from USPTO. Reactant: [C:1]1(C(Cl)[C:8]([C:10]2[C:18]3[C:13](=CC=CC=3)[N:12](C)C=2)=[O:9])[CH:6]=[CH:5][CH:4]=[CH:3][CH:2]=1.[NH:21]([CH2:28][CH2:29]O)[C:22]1[CH:27]=[CH:26][CH:25]=[CH:24][CH:23]=1. Product: [O:9]1[CH:8]=[CH:10][CH:18]=[CH:13][NH:12]1.[C:22]1([N:21]2[C:6]3[C:1](=[CH:2][CH:3]=[CH:4][CH:5]=3)[CH:29]=[CH:28]2)[CH:27]=[CH:26][CH:25]=[CH:24][CH:23]=1. The catalyst class is: 8.